From a dataset of Full USPTO retrosynthesis dataset with 1.9M reactions from patents (1976-2016). Predict the reactants needed to synthesize the given product. (1) Given the product [OH:39][CH:37]1[CH2:38][N:35]([C:28]([C:27]2[CH:26]=[C:25]([CH:33]=[CH:32][CH:31]=2)[CH2:24][N:3]2[CH:4]=[C:5]([C:8]3[O:12][N:11]=[C:10]([C:13]4[CH:18]=[CH:17][C:16]([O:19][C:20]([F:23])([F:22])[F:21])=[CH:15][CH:14]=4)[N:9]=3)[CH:6]=[CH:7][C:2]2=[O:1])=[O:29])[CH2:36]1, predict the reactants needed to synthesize it. The reactants are: [O:1]=[C:2]1[CH:7]=[CH:6][C:5]([C:8]2[O:12][N:11]=[C:10]([C:13]3[CH:18]=[CH:17][C:16]([O:19][C:20]([F:23])([F:22])[F:21])=[CH:15][CH:14]=3)[N:9]=2)=[CH:4][N:3]1[CH2:24][C:25]1[CH:26]=[C:27]([CH:31]=[CH:32][CH:33]=1)[C:28](Cl)=[O:29].Cl.[NH:35]1[CH2:38][CH:37]([OH:39])[CH2:36]1. (2) Given the product [Br:30][C:12]1[C:13]2[C:8](=[CH:7][CH:6]=[C:5]([S:2]([CH3:1])(=[O:3])=[O:4])[CH:14]=2)[CH:9]=[CH:10][C:11]=1[NH:15][C:16](=[O:22])[O:17][C:18]([CH3:19])([CH3:21])[CH3:20], predict the reactants needed to synthesize it. The reactants are: [CH3:1][S:2]([C:5]1[CH:14]=[C:13]2[C:8]([CH:9]=[CH:10][C:11]([NH:15][C:16](=[O:22])[O:17][C:18]([CH3:21])([CH3:20])[CH3:19])=[CH:12]2)=[CH:7][CH:6]=1)(=[O:4])=[O:3].C1C(=O)N([Br:30])C(=O)C1. (3) Given the product [O:13]1[CH:14]=[CH:15][C:11]([N:8]2[CH:9]=[CH:10][C:5]([CH:4]=[O:19])=[CH:6][C:7]2=[O:16])=[CH:12]1, predict the reactants needed to synthesize it. The reactants are: CN(C)C=[CH:4][C:5]1[CH:10]=[CH:9][N:8]([C:11]2[CH:15]=[CH:14][O:13][CH:12]=2)[C:7](=[O:16])[CH:6]=1.I([O-])(=O)(=O)=[O:19].[Na+]. (4) Given the product [CH3:1][O:2][CH2:3][CH2:4][O:5][C:6]1[CH:7]=[CH:8][C:9]2[O:23][CH2:22][C:12]3([C:20]4[C:15](=[CH:16][CH:17]=[CH:18][CH:19]=4)[N:14]([CH2:43][CH2:38][O:39][CH2:40][CH2:41][O:42][CH3:37])[C:13]3=[O:21])[C:10]=2[CH:11]=1, predict the reactants needed to synthesize it. The reactants are: [CH3:1][O:2][CH2:3][CH2:4][O:5][C:6]1[CH:7]=[CH:8][C:9]2[O:23][CH2:22][C:12]3([C:20]4[C:15](=[CH:16][CH:17]=[CH:18][CH:19]=4)[NH:14][C:13]3=[O:21])[C:10]=2[CH:11]=1.N1C2C(=CC=CC=2)[C@@]2(C3C(=C[C:37]4[O:42][CH2:41][CH2:40][O:39][C:38]=4[CH:43]=3)OC2)C1=O. (5) Given the product [Cl:12][C:13]1[N:18]=[C:17]([NH:9][C:8]2[CH:10]=[CH:11][C:5]([CH2:4][CH2:3][CH2:2][F:1])=[CH:6][CH:7]=2)[C:16]([F:19])=[CH:15][N:14]=1, predict the reactants needed to synthesize it. The reactants are: [F:1][CH2:2][CH2:3][CH2:4][C:5]1[CH:11]=[CH:10][C:8]([NH2:9])=[CH:7][CH:6]=1.[Cl:12][C:13]1[N:18]=[CH:17][C:16]([F:19])=[C:15](Cl)[N:14]=1. (6) Given the product [CH3:20][NH:21][C:22]([C:24]1[S:25][CH:26]=[C:27]([CH3:53])[C:28]=1[NH:29][C:30]1[C:35]([Cl:36])=[CH:34][N:33]=[C:32]([NH:37][C:38]2[CH:39]=[CH:40][C:41]3[CH2:47][N:46]([C:48](=[O:50])[CH3:49])[CH2:45][C:44](=[O:51])[N:43]([CH2:3][CH3:5])[C:42]=3[CH:52]=2)[N:31]=1)=[O:23], predict the reactants needed to synthesize it. The reactants are: CN[C:3]([C:5]1SC=C(C)C=1NC1C(Cl)=CN=C(Cl)N=1)=O.[CH3:20][NH:21][C:22]([C:24]1[S:25][CH:26]=[C:27]([CH3:53])[C:28]=1[NH:29][C:30]1[C:35]([Cl:36])=[CH:34][N:33]=[C:32]([NH:37][C:38]2[CH:39]=[CH:40][C:41]3[CH2:47][N:46]([C:48](=[O:50])[CH3:49])[CH2:45][C:44](=[O:51])[NH:43][C:42]=3[CH:52]=2)[N:31]=1)=[O:23].